Task: Predict the reactants needed to synthesize the given product.. Dataset: Full USPTO retrosynthesis dataset with 1.9M reactions from patents (1976-2016) (1) Given the product [OH:8][CH2:9][CH2:10][C:11]1[CH:22]=[CH:21][C:14]([C:15]([O:17][CH:18]([CH3:20])[CH3:19])=[O:16])=[CH:13][CH:12]=1, predict the reactants needed to synthesize it. The reactants are: [Si]([O:8][CH2:9][CH2:10][C:11]1[CH:22]=[CH:21][C:14]([C:15]([O:17][CH:18]([CH3:20])[CH3:19])=[O:16])=[CH:13][CH:12]=1)(C(C)(C)C)(C)C.Cl. (2) Given the product [CH2:18]([O:20][C:21]1[CH:26]=[CH:25][C:24]([C:2]2[C:11]3[C:6](=[CH:7][CH:8]=[CH:9][CH:10]=3)[CH:5]=[C:4]([NH:12][C:13]3[CH:17]=[CH:16][NH:15][N:14]=3)[N:3]=2)=[CH:23][CH:22]=1)[CH3:19], predict the reactants needed to synthesize it. The reactants are: Cl[C:2]1[C:11]2[C:6](=[CH:7][CH:8]=[CH:9][CH:10]=2)[CH:5]=[C:4]([NH:12][C:13]2[CH:17]=[CH:16][NH:15][N:14]=2)[N:3]=1.[CH2:18]([O:20][C:21]1[CH:26]=[CH:25][C:24](B(O)O)=[CH:23][CH:22]=1)[CH3:19].